This data is from hERG Central: cardiac toxicity at 1µM, 10µM, and general inhibition. The task is: Predict hERG channel inhibition at various concentrations. (1) Results: hERG_inhib (hERG inhibition (general)): blocker. The compound is CCOC(=O)C1(CCOc2ccccc2)CCN(Cc2ccc(OCCO)cc2)CC1. (2) The molecule is CCCCNC(=O)C1CCN(Cc2ccc(OCc3ccccc3)c(OC)c2)CC1.O=C(O)C(=O)O. Results: hERG_inhib (hERG inhibition (general)): blocker. (3) The drug is COc1ccc(OC)c(-c2nc(C(=O)NCCCN3CCOCC3)cc3c2[nH]c2ccccc23)c1. Results: hERG_inhib (hERG inhibition (general)): blocker. (4) The molecule is Cc1ccnn1-c1ccc(C(=O)N2CCCN(S(=O)(=O)c3ccc(F)cc3)CC2)cc1. Results: hERG_inhib (hERG inhibition (general)): blocker. (5) The molecule is O=[N+]([O-])c1cc(C(F)(F)F)ccc1NC1CCN(Cc2ccccc2)C1. Results: hERG_inhib (hERG inhibition (general)): blocker. (6) Results: hERG_inhib (hERG inhibition (general)): blocker. The molecule is O=C(CNC1CCCC1)Nc1ccc(N2CCCCCC2)cc1.O=C(O)C(=O)O. (7) The compound is Cc1ccc(C(=O)N/C(=C\c2ccco2)C(=O)NCCCn2ccnc2)cc1. Results: hERG_inhib (hERG inhibition (general)): blocker.